Dataset: Catalyst prediction with 721,799 reactions and 888 catalyst types from USPTO. Task: Predict which catalyst facilitates the given reaction. (1) Reactant: [F:1][C:2]1[CH:7]=[CH:6][C:5]([C:8]2[O:9][CH:10]=[CH:11][CH:12]=2)=[CH:4][CH:3]=1.[Li]CCCC.[CH3:18][C:19]1([CH3:30])[C:23]([CH3:25])([CH3:24])[O:22][B:21](OC(C)C)[O:20]1. Product: [F:1][C:2]1[CH:3]=[CH:4][C:5]([C:8]2[O:9][C:10]([B:21]3[O:22][C:23]([CH3:25])([CH3:24])[C:19]([CH3:30])([CH3:18])[O:20]3)=[CH:11][CH:12]=2)=[CH:6][CH:7]=1. The catalyst class is: 7. (2) The catalyst class is: 18. Product: [Cl:1][C:2]1[CH:7]=[CH:6][C:5]([C@@H:8]2[O:13][C@H:12]([CH2:14][S:15][C:16]3[CH:17]=[C:18]([CH:22]=[CH:23][C:24]=3[F:25])[C:19]([NH2:45])=[O:20])[C@@H:11]([OH:26])[C@H:10]([OH:27])[C@H:9]2[OH:28])=[CH:4][C:3]=1[CH2:29][C:30]1[CH:35]=[CH:34][C:33]([O:36][CH2:37][CH3:38])=[CH:32][CH:31]=1. Reactant: [Cl:1][C:2]1[CH:7]=[CH:6][C:5]([C@@H:8]2[O:13][C@H:12]([CH2:14][S:15][C:16]3[CH:17]=[C:18]([CH:22]=[CH:23][C:24]=3[F:25])[C:19](O)=[O:20])[C@@H:11]([OH:26])[C@H:10]([OH:27])[C@H:9]2[OH:28])=[CH:4][C:3]=1[CH2:29][C:30]1[CH:35]=[CH:34][C:33]([O:36][CH2:37][CH3:38])=[CH:32][CH:31]=1.C1C=CC2N(O)N=[N:45]C=2C=1.CCN=C=NCCCN(C)C.Cl. (3) Product: [Cl:25][C:10]1[C:9](=[O:21])[N:8]([C:5]2[CH:6]=[CH:7][C:2]([Cl:1])=[CH:3][CH:4]=2)[C:12](=[O:13])[C:11]=1[C:14]1[CH:19]=[CH:18][CH:17]=[CH:16][CH:15]=1. Reactant: [Cl:1][C:2]1[CH:7]=[CH:6][C:5]([N:8]2[C:12](=[O:13])[C:11]([C:14]3[CH:19]=[CH:18][CH:17]=[CH:16][CH:15]=3)=[C:10](O)[C:9]2=[O:21])=[CH:4][CH:3]=1.C(Cl)(=O)C([Cl:25])=O. The catalyst class is: 3. (4) Reactant: Br[CH2:2][CH2:3][CH2:4][CH2:5][N:6]1[CH:11]=[CH:10][C:9]([CH3:12])=[CH:8][C:7]1=[O:13].[N-:14]=[N+:15]=[N-:16].[Na+]. Product: [N:14]([CH2:2][CH2:3][CH2:4][CH2:5][N:6]1[CH:11]=[CH:10][C:9]([CH3:12])=[CH:8][C:7]1=[O:13])=[N+:15]=[N-:16]. The catalyst class is: 20.